From a dataset of Full USPTO retrosynthesis dataset with 1.9M reactions from patents (1976-2016). Predict the reactants needed to synthesize the given product. (1) The reactants are: [CH3:1][C:2]([CH3:31])([CH3:30])[CH2:3][CH2:4][C:5]1[CH:18]=[CH:17][C:16]2[O:15][C:14]3[C:9](=[CH:10][C:11]([C:19]4[CH:20]=[N:21][CH:22]=[N:23][CH:24]=4)=[CH:12][CH:13]=3)[C:8]3([CH2:28][O:27][C:26]([NH2:29])=[N:25]3)[C:7]=2[CH:6]=1.C(=O)=O. Given the product [CH3:1][C:2]([CH3:31])([CH3:30])[CH2:3][CH2:4][C:5]1[CH:18]=[CH:17][C:16]2[O:15][C:14]3[C:9](=[CH:10][C:11]([C:19]4[CH:20]=[N:21][CH:22]=[N:23][CH:24]=4)=[CH:12][CH:13]=3)[C@:8]3([CH2:28][O:27][C:26]([NH2:29])=[N:25]3)[C:7]=2[CH:6]=1, predict the reactants needed to synthesize it. (2) Given the product [OH:25][C:22]1[CH:23]=[CH:24][C:19]2[O:18][CH2:17][C:10]3([C:11]4[C:16](=[CH:15][CH:14]=[CH:13][CH:12]=4)[NH:8][C:9]3=[O:26])[C:20]=2[CH:21]=1, predict the reactants needed to synthesize it. The reactants are: C1(C(C2C=CC=CC=2)[N:8]2[C:16]3[C:11](=[CH:12][CH:13]=[CH:14][CH:15]=3)[C:10]3([C:20]4[CH:21]=[C:22]([OH:25])[CH:23]=[CH:24][C:19]=4[O:18][CH2:17]3)[C:9]2=[O:26])C=CC=CC=1.C1(C(C2C=CC=CC=2)N2C3C(=CC(C)=CC=3)C3(C4=CC5OCOC=5C=C4OC3)C2=O)C=CC=CC=1. (3) Given the product [CH2:9]([O:8][C:1](=[O:7])[C:2](=[O:4])[CH2:26][C:25]([C:22]1[CH:21]=[CH:20][C:19]([O:18][CH2:11][C:12]2[CH:17]=[CH:16][CH:15]=[CH:14][CH:13]=2)=[CH:24][N:23]=1)=[O:27])[CH3:10], predict the reactants needed to synthesize it. The reactants are: [C:1]([O:8][CH2:9][CH3:10])(=[O:7])[C:2]([O:4]CC)=O.[CH2:11]([O:18][C:19]1[CH:20]=[CH:21][C:22]([C:25](=[O:27])[CH3:26])=[N:23][CH:24]=1)[C:12]1[CH:17]=[CH:16][CH:15]=[CH:14][CH:13]=1.[O-]CC.[Na+].O. (4) Given the product [C:1]1([C:7]2[N:11]3[N:12]=[C:13]([C:16]([F:19])([F:17])[F:18])[CH:14]=[CH:15][C:10]3=[N:9][C:8]=2[C:20]2[CH:21]=[CH:22][C:23]([C:26]3([NH2:30])[CH2:29][CH2:28][CH2:27]3)=[CH:24][CH:25]=2)[CH:2]=[CH:3][CH:4]=[CH:5][CH:6]=1, predict the reactants needed to synthesize it. The reactants are: [C:1]1([C:7]2[N:11]3[N:12]=[C:13]([C:16]([F:19])([F:18])[F:17])[CH:14]=[CH:15][C:10]3=[N:9][C:8]=2[C:20]2[CH:25]=[CH:24][C:23]([C:26]3([NH:30]C(=O)OC(C)(C)C)[CH2:29][CH2:28][CH2:27]3)=[CH:22][CH:21]=2)[CH:6]=[CH:5][CH:4]=[CH:3][CH:2]=1.Cl.O1CCOCC1.[OH-].[Na+]. (5) Given the product [CH3:3][NH:4][C:5]1=[N:6][C:7](=[O:17])[S:8]/[C:9]/1=[CH:10]\[CH:11]1[CH2:16][CH2:15][N:14]([C:25]2[CH:32]=[CH:31][C:28]([C:29]#[N:30])=[CH:27][C:26]=2[C:33]([F:34])([F:36])[F:35])[CH2:13][CH2:12]1, predict the reactants needed to synthesize it. The reactants are: Cl.Cl.[CH3:3][NH:4][C:5]1=[N:6][C:7](=[O:17])[S:8]/[C:9]/1=[CH:10]\[CH:11]1[CH2:16][CH2:15][NH:14][CH2:13][CH2:12]1.C(=O)([O-])[O-].[Cs+].[Cs+].F[C:25]1[CH:32]=[CH:31][C:28]([C:29]#[N:30])=[CH:27][C:26]=1[C:33]([F:36])([F:35])[F:34].O. (6) Given the product [F:1][C:2]1[CH:3]=[C:4]([CH:5]=[CH:6][CH:7]=1)[CH2:8][O:9][C:11]1[CH:23]=[C:15]2[N:16]([CH3:22])[C:17]([CH3:21])([CH3:20])[CH2:18][CH2:19][N:14]2[C:13](=[O:24])[N:12]=1, predict the reactants needed to synthesize it. The reactants are: [F:1][C:2]1[CH:3]=[C:4]([CH2:8][OH:9])[CH:5]=[CH:6][CH:7]=1.Cl[C:11]1[CH:23]=[C:15]2[N:16]([CH3:22])[C:17]([CH3:21])([CH3:20])[CH2:18][CH2:19][N:14]2[C:13](=[O:24])[N:12]=1. (7) Given the product [Cl:18][C:19]1[CH:20]=[C:21]2[C:26](=[CH:27][CH:28]=1)[CH:25]=[C:24]([S:29]([C@@H:32]1[CH2:33][C@H:10]1[C:11]([O:13][C:14]([CH3:17])([CH3:16])[CH3:15])=[O:12])(=[O:31])=[O:30])[CH:23]=[CH:22]2, predict the reactants needed to synthesize it. The reactants are: N12CCN(CC1)CC2.Cl[CH2:10][C:11]([O:13][C:14]([CH3:17])([CH3:16])[CH3:15])=[O:12].[Cl:18][C:19]1[CH:28]=[CH:27][C:26]2[C:21](=[CH:22][CH:23]=[C:24]([S:29]([CH:32]=[CH2:33])(=[O:31])=[O:30])[CH:25]=2)[CH:20]=1.[OH-].[Na+]. (8) Given the product [C:4]([O:8][C:9]([N:11]([CH2:43][C@H:44]([O:57][Si:58]([C:61]([CH3:64])([CH3:63])[CH3:62])([CH3:59])[CH3:60])[C:45]1[CH:54]=[CH:53][C:52]([OH:55])=[C:51]2[C:46]=1[CH:47]=[CH:48][C:49](=[O:56])[NH:50]2)[CH2:12][CH2:13][CH2:14][CH2:15][NH:16][C:17]([C:19]1[CH:20]=[C:21]([C:25]([OH:42])([C:36]2[CH:41]=[CH:40][CH:39]=[CH:38][CH:37]=2)[C:26]([O:28][CH2:29][CH:30]2[CH2:35][CH2:34][N:33]([CH2:65][C:66]3[CH:71]=[CH:70][CH:69]=[CH:68][CH:67]=3)[CH2:32][CH2:31]2)=[O:27])[CH:22]=[CH:23][CH:24]=1)=[O:18])=[O:10])([CH3:6])([CH3:5])[CH3:7], predict the reactants needed to synthesize it. The reactants are: C(O)=O.[C:4]([O:8][C:9]([N:11]([CH2:43][C@H:44]([O:57][Si:58]([C:61]([CH3:64])([CH3:63])[CH3:62])([CH3:60])[CH3:59])[C:45]1[CH:54]=[CH:53][C:52]([OH:55])=[C:51]2[C:46]=1[CH:47]=[CH:48][C:49](=[O:56])[NH:50]2)[CH2:12][CH2:13][CH2:14][CH2:15][NH:16][C:17]([C:19]1[CH:20]=[C:21]([C:25]([OH:42])([C:36]2[CH:41]=[CH:40][CH:39]=[CH:38][CH:37]=2)[C:26]([O:28][CH2:29][CH:30]2[CH2:35][CH2:34][NH:33][CH2:32][CH2:31]2)=[O:27])[CH:22]=[CH:23][CH:24]=1)=[O:18])=[O:10])([CH3:7])([CH3:6])[CH3:5].[CH:65](=O)[C:66]1[CH:71]=[CH:70][CH:69]=[CH:68][CH:67]=1.CC(O)=O. (9) The reactants are: C([BH3-])#N.[Na+].C(O)(=O)C.[Cl:9][CH2:10][CH2:11][CH2:12][O:13][C:14]1[CH:23]=[C:22]2[C:17]([C:18]([NH:24][C:25]3[CH:26]=[N:27][C:28]([CH:31]=O)=[N:29][CH:30]=3)=[N:19][CH:20]=[N:21]2)=[CH:16][C:15]=1[O:33][CH3:34].[F:35][C:36]1[CH:42]=[CH:41][C:39]([NH2:40])=[CH:38][C:37]=1[Cl:43]. Given the product [Cl:43][C:37]1[CH:38]=[C:39]([NH:40][CH2:31][C:28]2[N:29]=[CH:30][C:25]([NH:24][C:18]3[C:17]4[C:22](=[CH:23][C:14]([O:13][CH2:12][CH2:11][CH2:10][Cl:9])=[C:15]([O:33][CH3:34])[CH:16]=4)[N:21]=[CH:20][N:19]=3)=[CH:26][N:27]=2)[CH:41]=[CH:42][C:36]=1[F:35], predict the reactants needed to synthesize it. (10) Given the product [CH3:3][CH:2]([C:4]([C:6]12[C:16]([CH2:18][CH2:19][CH:20]=[C:21]([CH3:22])[CH3:23])([CH3:17])[CH:15]([CH2:24][CH:25]=[C:26]([CH3:27])[CH3:28])[CH2:14][C:11]([CH2:29][CH:30]=[C:31]([CH3:33])[CH3:32])([C:12]1=[O:13])[C:10]([OH:34])=[C:9]([CH2:35][CH:36]=[C:37]([CH3:39])[CH3:38])[C:7]2=[O:8])=[O:5])[CH3:1], predict the reactants needed to synthesize it. The reactants are: [CH3:1][CH:2]([C:4]([C@@:6]12[C@@:16]([CH2:18][CH2:19][CH:20]=[C:21]([CH3:23])[CH3:22])([CH3:17])[C@@H:15]([CH2:24][CH:25]=[C:26]([CH3:28])[CH3:27])[CH2:14][C@@:11]([CH2:29][CH:30]=[C:31]([CH3:33])[CH3:32])([C:12]1=[O:13])[C:10]([OH:34])=[C:9]([CH2:35][CH:36]=[C:37]([CH3:39])[CH3:38])[C:7]2=[O:8])=[O:5])[CH3:3].[H-].[H-].[H-].[H-].[Li+].[Al+3].